This data is from Full USPTO retrosynthesis dataset with 1.9M reactions from patents (1976-2016). The task is: Predict the reactants needed to synthesize the given product. Given the product [F:13][C:14]1[CH:19]=[CH:18][CH:17]=[CH:16][C:15]=1[C@@H:20]([O:22][C:1]([N:8]1[CH:12]=[CH:11][N:10]=[CH:9]1)=[O:2])[CH3:21], predict the reactants needed to synthesize it. The reactants are: [C:1]([N:8]1[CH:12]=[CH:11][N:10]=[CH:9]1)(N1C=CN=C1)=[O:2].[F:13][C:14]1[CH:19]=[CH:18][CH:17]=[CH:16][C:15]=1[C@@H:20]([OH:22])[CH3:21].